This data is from Full USPTO retrosynthesis dataset with 1.9M reactions from patents (1976-2016). The task is: Predict the reactants needed to synthesize the given product. (1) Given the product [CH3:15][O:16][C:17]1[CH:25]=[C:24]2[C:20]([C:21]([C:12]([C:5]3[C:6]4[C:11](=[CH:10][CH:9]=[CH:8][CH:7]=4)[C:2]([CH3:1])=[CH:3][CH:4]=3)=[O:13])=[C:22]([CH3:34])[N:23]2[CH2:26][CH2:27][N:28]2[CH2:33][CH2:32][O:31][CH2:30][CH2:29]2)=[CH:19][CH:18]=1, predict the reactants needed to synthesize it. The reactants are: [CH3:1][C:2]1[C:11]2[C:6](=[CH:7][CH:8]=[CH:9][CH:10]=2)[C:5]([C:12](Cl)=[O:13])=[CH:4][CH:3]=1.[CH3:15][O:16][C:17]1[CH:25]=[C:24]2[C:20]([CH:21]=[C:22]([CH3:34])[N:23]2[CH2:26][CH2:27][N:28]2[CH2:33][CH2:32][O:31][CH2:30][CH2:29]2)=[CH:19][CH:18]=1.[Cl-].[Cl-].C([Al+2])C. (2) Given the product [CH3:1][N:2]1[C:6]([C:7](=[O:10])[NH:8][CH3:9])=[C:5]([NH:11][C:12]([C:14]2[C:19]([NH:24][C:25]3[CH:26]=[N:27][CH:28]=[CH:29][CH:30]=3)=[CH:18][N:17]=[C:16]([CH:21]([CH3:23])[CH3:22])[N:15]=2)=[O:13])[CH:4]=[N:3]1, predict the reactants needed to synthesize it. The reactants are: [CH3:1][N:2]1[C:6]([C:7](=[O:10])[NH:8][CH3:9])=[C:5]([NH:11][C:12]([C:14]2[C:19](Br)=[CH:18][N:17]=[C:16]([CH:21]([CH3:23])[CH3:22])[N:15]=2)=[O:13])[CH:4]=[N:3]1.[NH2:24][C:25]1[CH:26]=[N:27][CH:28]=[CH:29][CH:30]=1.[O-]P([O-])([O-])=O.[K+].[K+].[K+].CC1(C)C2C(=C(P(C3C=CC=CC=3)C3C=CC=CC=3)C=CC=2)OC2C(P(C3C=CC=CC=3)C3C=CC=CC=3)=CC=CC1=2.